Dataset: Serine/threonine kinase 33 screen with 319,792 compounds. Task: Binary Classification. Given a drug SMILES string, predict its activity (active/inactive) in a high-throughput screening assay against a specified biological target. (1) The compound is S(C=1N(CCN1)C(=O)c1cc(cc(c1)C)C)Cc1ccc([N+]([O-])=O)cc1. The result is 0 (inactive). (2) The molecule is O(c1c2c(n(c(=O)c1)C)cccc2)CC(=O)NCCCN(CC)c1ccccc1. The result is 0 (inactive). (3) The molecule is O(c1cc2CN(CCc2cc1OC)Cc1cc(O)c(OC)cc1)C. The result is 0 (inactive).